From a dataset of Forward reaction prediction with 1.9M reactions from USPTO patents (1976-2016). Predict the product of the given reaction. (1) Given the reactants [F:1][C:2]([F:7])([F:6])[C:3]([OH:5])=[O:4].C(OC(=O)C1C(NC2C=CC(I)=CC=2F)=CC([NH:27][CH2:28][C:29]2[CH:34]=[CH:33][C:32]([O:35][CH3:36])=[CH:31][CH:30]=2)=NC=1)C.C([SiH](CC)CC)C, predict the reaction product. The product is: [F:1][C:2]([F:7])([F:6])[C:3]([OH:5])=[O:4].[CH3:36][O:35][C:32]1[CH:33]=[CH:34][C:29]([CH2:28][NH2:27])=[CH:30][CH:31]=1. (2) Given the reactants [O:1]=[C:2]1[N:6]([CH2:7][C:8]2[CH:13]=[CH:12][CH:11]=[CH:10][N:9]=2)[C@H:5]([C:14]([OH:16])=O)[CH2:4][CH2:3]1.Cl.CN(C)CCCN=C=NCC.ON1C2C=CC=CC=2N=N1.[Cl:39][C:40]1[C:45]([C:46]([F:49])([F:48])[F:47])=[CH:44][CH:43]=[CH:42][C:41]=1[CH2:50][NH2:51], predict the reaction product. The product is: [Cl:39][C:40]1[C:45]([C:46]([F:48])([F:49])[F:47])=[CH:44][CH:43]=[CH:42][C:41]=1[CH2:50][NH:51][C:14](=[O:16])[C@@H:5]1[CH2:4][CH2:3][C:2](=[O:1])[N:6]1[CH2:7][C:8]1[CH:13]=[CH:12][CH:11]=[CH:10][N:9]=1. (3) Given the reactants [Br:1][C:2]1[CH:7]=[C:6]([CH3:8])[C:5]([C:9]2[C:13]3[N:14]=[C:15]([CH3:26])[N:16]=[C:17]([N:18]4[CH2:23][CH2:22][CH:21]([CH2:24][OH:25])[CH2:20][CH2:19]4)[C:12]=3[S:11][C:10]=2[CH3:27])=[C:4]([CH3:28])[CH:3]=1.CCO.[ClH:32], predict the reaction product. The product is: [ClH:32].[Br:1][C:2]1[CH:7]=[C:6]([CH3:8])[C:5]([C:9]2[C:13]3[N:14]=[C:15]([CH3:26])[N:16]=[C:17]([N:18]4[CH2:19][CH2:20][CH:21]([CH2:24][OH:25])[CH2:22][CH2:23]4)[C:12]=3[S:11][C:10]=2[CH3:27])=[C:4]([CH3:28])[CH:3]=1. (4) Given the reactants [CH:1]([N:4]1[CH2:9][CH2:8][NH:7][CH2:6][CH2:5]1)([CH3:3])[CH3:2].C1N=C[N:12]([C:15](N2C=NC=C2)=[S:16])C=1.N, predict the reaction product. The product is: [CH:1]([N:4]1[CH2:9][CH2:8][N:7]([C:15](=[S:16])[NH2:12])[CH2:6][CH2:5]1)([CH3:3])[CH3:2].